Dataset: Catalyst prediction with 721,799 reactions and 888 catalyst types from USPTO. Task: Predict which catalyst facilitates the given reaction. (1) Reactant: [CH2:1]([O:3][C:4]([CH:6]1[CH2:10][CH2:9][C:8](=[O:11])[NH:7]1)=[O:5])[CH3:2].[F:12][C:13]1[CH:20]=[CH:19][C:16]([CH2:17]Br)=[CH:15][CH:14]=1.[H-].[Na+]. Product: [CH2:1]([O:3][C:4]([CH:6]1[CH2:10][CH2:9][C:8](=[O:11])[N:7]1[CH2:17][C:16]1[CH:19]=[CH:20][C:13]([F:12])=[CH:14][CH:15]=1)=[O:5])[CH3:2]. The catalyst class is: 305. (2) Reactant: [NH2:1][C:2]1[CH:3]=[CH:4][C:5]([O:10][CH2:11][CH2:12][O:13][CH2:14][CH2:15][O:16][CH2:17][CH2:18][O:19][CH3:20])=[C:6]([CH:9]=1)[C:7]#[N:8].[C:21]([C:25]1[CH:26]=[C:27]([NH:38][C:39]([NH:41][C:42]2[C:51]3[C:46](=[CH:47][CH:48]=[CH:49][CH:50]=3)[C:45]([O:52][C:53]3[CH:58]=[CH:57][N:56]=[C:55](Cl)[CH:54]=3)=[CH:44][CH:43]=2)=[O:40])[C:28]([O:36][CH3:37])=[C:29]([NH:31][S:32]([CH3:35])(=[O:34])=[O:33])[CH:30]=1)([CH3:24])([CH3:23])[CH3:22].C([O-])([O-])=O.[K+].[K+].CC(C1C=C(C(C)C)C(C2C(P(C3CCCCC3)C3CCCCC3)=C(OC)C=CC=2OC)=C(C(C)C)C=1)C. Product: [C:21]([C:25]1[CH:26]=[C:27]([NH:38][C:39]([NH:41][C:42]2[C:51]3[C:46](=[CH:47][CH:48]=[CH:49][CH:50]=3)[C:45]([O:52][C:53]3[CH:58]=[CH:57][N:56]=[C:55]([NH:1][C:2]4[CH:3]=[CH:4][C:5]([O:10][CH2:11][CH2:12][O:13][CH2:14][CH2:15][O:16][CH2:17][CH2:18][O:19][CH3:20])=[C:6]([C:7]#[N:8])[CH:9]=4)[CH:54]=3)=[CH:44][CH:43]=2)=[O:40])[C:28]([O:36][CH3:37])=[C:29]([NH:31][S:32]([CH3:35])(=[O:33])=[O:34])[CH:30]=1)([CH3:24])([CH3:22])[CH3:23]. The catalyst class is: 59.